Task: Predict the reactants needed to synthesize the given product.. Dataset: Full USPTO retrosynthesis dataset with 1.9M reactions from patents (1976-2016) (1) The reactants are: [CH:1]1([N:5]2[CH2:11][CH2:10][C:9]3[S:12][C:13]([CH:15]4[CH2:20][CH2:19][N:18]([C:21]5[CH:22]=[CH:23][C:24]([C:27](O)=[O:28])=[N:25][CH:26]=5)[CH2:17][CH2:16]4)=[N:14][C:8]=3[CH2:7][CH2:6]2)[CH2:4][CH2:3][CH2:2]1.C([N:32]1[CH:36]=[CH:35][N:34]=[CH:33]1)([N:32]1[CH:36]=[CH:35][N:34]=[CH:33]1)=O. Given the product [CH:1]1([N:5]2[CH2:11][CH2:10][C:9]3[S:12][C:13]([CH:15]4[CH2:16][CH2:17][N:18]([C:21]5[CH:26]=[N:25][C:24]([C:27]([N:32]6[CH:36]=[CH:35][N:34]=[CH:33]6)=[O:28])=[CH:23][CH:22]=5)[CH2:19][CH2:20]4)=[N:14][C:8]=3[CH2:7][CH2:6]2)[CH2:2][CH2:3][CH2:4]1, predict the reactants needed to synthesize it. (2) Given the product [C:27]1([CH:7]([C:1]2[CH:6]=[CH:5][CH:4]=[CH:3][CH:2]=2)[S:8][C:9]2[S:10][C:11]3[CH2:21][CH2:20][C:19]4[C:14](=[CH:15][CH:16]=[CH:17][C:18]=4[O:22][CH2:23][C:24]([O-:26])=[O:25])[C:12]=3[N:13]=2)[CH:28]=[CH:29][CH:30]=[CH:31][CH:32]=1.[Na+:34], predict the reactants needed to synthesize it. The reactants are: [C:1]1([CH:7]([C:27]2[CH:32]=[CH:31][CH:30]=[CH:29][CH:28]=2)[S:8][C:9]2[S:10][C:11]3[CH2:21][CH2:20][C:19]4[C:14](=[CH:15][CH:16]=[CH:17][C:18]=4[O:22][CH2:23][C:24]([OH:26])=[O:25])[C:12]=3[N:13]=2)[CH:6]=[CH:5][CH:4]=[CH:3][CH:2]=1.[OH-].[Na+:34]. (3) The reactants are: [CH3:1][C:2]1[N:6]=[C:5]([C:7]2[CH:29]=[CH:28][CH:27]=[CH:26][C:8]=2[C:9]([N:11]2[C@H:18]3[C@H:13]([CH2:14][CH2:15][N:16](C(OC(C)(C)C)=O)[CH2:17]3)[CH2:12]2)=[O:10])[O:4][N:3]=1.C(O)(C(F)(F)F)=O. Given the product [C@H:18]12[N:11]([C:9]([C:8]3[CH:26]=[CH:27][CH:28]=[CH:29][C:7]=3[C:5]3[O:4][N:3]=[C:2]([CH3:1])[N:6]=3)=[O:10])[CH2:12][C@H:13]1[CH2:14][CH2:15][NH:16][CH2:17]2, predict the reactants needed to synthesize it. (4) Given the product [O:4]=[C:3]1[CH2:9][NH:8][CH2:7][CH2:6][N:5]1[CH2:16][CH:17]1[C:25]2[C:20](=[CH:21][C:22]([C:26]#[N:27])=[CH:23][CH:24]=2)[CH2:19][CH2:18]1, predict the reactants needed to synthesize it. The reactants are: ClC[C:3]([N:5]([CH2:16][CH:17]1[C:25]2[C:20](=[CH:21][C:22]([C:26]#[N:27])=[CH:23][CH:24]=2)[CH2:19][CH2:18]1)[CH2:6][CH2:7][NH:8][C:9](=O)OC(C)(C)C)=[O:4].CCO.C([O-])([O-])=O.[K+].[K+]. (5) Given the product [CH3:24][O:23][C:20]1[CH:19]=[CH:18][C:17]([CH2:16][O:15][C@@H:9]2[C@@H:10]([C@@H:12]([O:14][CH3:39])[CH3:13])[O:11][C@H:5]3[C@H:6]([N:7]=[C:3]([N:2]([CH3:1])[CH3:35])[S:4]3)[C@H:8]2[O:25][CH2:26][C:27]2[CH:32]=[CH:31][C:30]([O:33][CH3:34])=[CH:29][CH:28]=2)=[CH:22][CH:21]=1, predict the reactants needed to synthesize it. The reactants are: [CH3:1][N:2]([CH3:35])[C:3]1[S:4][C@H:5]2[O:11][C@H:10]([C@@H:12]([OH:14])[CH3:13])[C@@H:9]([O:15][CH2:16][C:17]3[CH:22]=[CH:21][C:20]([O:23][CH3:24])=[CH:19][CH:18]=3)[C@H:8]([O:25][CH2:26][C:27]3[CH:32]=[CH:31][C:30]([O:33][CH3:34])=[CH:29][CH:28]=3)[C@H:6]2[N:7]=1.[H-].[Na+].I[CH3:39]. (6) Given the product [Cl:1][C:2]1[CH:7]=[CH:6][CH:5]=[CH:4][C:3]=1[CH:8]([CH:10]1[CH2:11][CH2:12][CH2:13][CH2:14]1)[NH:9][C:25]([C:22]1[CH:23]=[C:24]2[C:19](=[CH:20][CH:21]=1)[NH:18][N:17]=[C:16]2[I:15])=[O:26], predict the reactants needed to synthesize it. The reactants are: [Cl:1][C:2]1[CH:7]=[CH:6][CH:5]=[CH:4][C:3]=1[CH:8]([CH:10]1[CH2:14][CH2:13][CH2:12][CH2:11]1)[NH2:9].[I:15][C:16]1[C:24]2[C:19](=[CH:20][CH:21]=[C:22]([C:25](N)=[O:26])[CH:23]=2)[NH:18][N:17]=1.CN(C(ON1N=NC2C=CC=CC1=2)=[N+](C)C)C.[B-](F)(F)(F)F.CCN(C(C)C)C(C)C. (7) Given the product [CH3:20][O:21][C:22]1[C:23]([O:55][CH3:56])=[CH:24][C:25]2[N:31]([C:32]([O:34][CH2:35][C:36]([Cl:39])([Cl:37])[Cl:38])=[O:33])[C@H:30]([CH2:40][O:41][Si:42]([C:45]([CH3:48])([CH3:47])[CH3:46])([CH3:44])[CH3:43])[C@@H:29]3[CH2:49][C:50](=[O:52])[CH2:51][N:28]3[C:27](=[O:53])[C:26]=2[CH:54]=1, predict the reactants needed to synthesize it. The reactants are: CC(CC(O)=O)=O.N=O.CC1(C)CCCC(C)(C)N1.[CH3:20][O:21][C:22]1[C:23]([O:55][CH3:56])=[CH:24][C:25]2[N:31]([C:32]([O:34][CH2:35][C:36]([Cl:39])([Cl:38])[Cl:37])=[O:33])[C@H:30]([CH2:40][O:41][Si:42]([C:45]([CH3:48])([CH3:47])[CH3:46])([CH3:44])[CH3:43])[C@@H:29]3[CH2:49][C@@H:50]([OH:52])[CH2:51][N:28]3[C:27](=[O:53])[C:26]=2[CH:54]=1.